This data is from Full USPTO retrosynthesis dataset with 1.9M reactions from patents (1976-2016). The task is: Predict the reactants needed to synthesize the given product. (1) Given the product [CH:13]([O:8][CH2:7][C@@H:5]1[CH2:4][O:3][C:2]([CH3:9])([CH3:1])[O:6]1)([CH3:15])[CH3:14], predict the reactants needed to synthesize it. The reactants are: [CH3:1][C:2]1([CH3:9])[O:6][CH:5]([CH2:7][OH:8])[CH2:4][O:3]1.[OH-].[K+].I[CH:13]([CH3:15])[CH3:14]. (2) Given the product [NH2:22][S:19]([C:15]1[CH:14]=[C:13]([N:11]2[C:12]3[C:8](=[CH:7][CH:6]=[C:5]4[CH:26]=[CH:27][C:2]([NH:1][C:31](=[O:32])[C:30]5[CH:34]=[CH:35][CH:36]=[CH:37][C:29]=5[Cl:28])=[CH:3][C:4]4=3)[C:9]([C:23]([NH2:25])=[O:24])=[N:10]2)[CH:18]=[CH:17][CH:16]=1)(=[O:21])=[O:20], predict the reactants needed to synthesize it. The reactants are: [NH2:1][C:2]1[CH:27]=[CH:26][C:5]2=[CH:6][CH:7]=[C:8]3[C:12]([N:11]([C:13]4[CH:18]=[CH:17][CH:16]=[C:15]([S:19]([NH2:22])(=[O:21])=[O:20])[CH:14]=4)[N:10]=[C:9]3[C:23]([NH2:25])=[O:24])=[C:4]2[CH:3]=1.[Cl:28][C:29]1[CH:37]=[CH:36][CH:35]=[CH:34][C:30]=1[C:31](Cl)=[O:32].C(O)C(N)(CO)CO. (3) The reactants are: [ClH:1].Cl.[CH:3]([N:6]1[CH2:11][CH2:10][CH:9]([O:12][CH:13]2[CH2:18][CH2:17][NH:16][CH2:15][CH2:14]2)[CH2:8][CH2:7]1)([CH3:5])[CH3:4].Br[C:20]1[CH:25]=[CH:24][C:23]([C:26]2[O:30][N:29]=[C:28]([CH3:31])[N:27]=2)=[CH:22][C:21]=1[F:32].CC(C)([O-])C.[Na+].Cl. Given the product [ClH:1].[F:32][C:21]1[CH:22]=[C:23]([C:26]2[O:30][N:29]=[C:28]([CH3:31])[N:27]=2)[CH:24]=[CH:25][C:20]=1[N:16]1[CH2:15][CH2:14][CH:13]([O:12][CH:9]2[CH2:10][CH2:11][N:6]([CH:3]([CH3:5])[CH3:4])[CH2:7][CH2:8]2)[CH2:18][CH2:17]1, predict the reactants needed to synthesize it. (4) The reactants are: [C:1]([O:5][C:6]([N:8]1[CH2:12][CH2:11][CH2:10][CH2:9]1)=[O:7])([CH3:4])([CH3:3])[CH3:2].[CH3:13][O:14][C:15]1[CH:16]=[C:17]([CH:21]=[C:22]([O:26][CH3:27])[C:23]=1[O:24][CH3:25])[C:18](Cl)=[O:19].C([N:30]([CH2:33]C)[CH2:31][CH3:32])C.[C:35](=[O:38])(O)[O-].[Na+]. Given the product [C:1]([O:5][C:6]([N:8]1[CH2:12][CH2:11][CH2:10][C@H:9]1[CH2:33][N:30]([CH2:31][C:32]1[O:38][C:35]2[CH:21]=[CH:22][CH:23]=[CH:15][C:16]=2[CH:17]=1)[C:18](=[O:19])[C:17]1[CH:16]=[C:15]([O:14][CH3:13])[C:23]([O:24][CH3:25])=[C:22]([O:26][CH3:27])[CH:21]=1)=[O:7])([CH3:4])([CH3:2])[CH3:3], predict the reactants needed to synthesize it.